Dataset: Full USPTO retrosynthesis dataset with 1.9M reactions from patents (1976-2016). Task: Predict the reactants needed to synthesize the given product. (1) Given the product [NH2:14][C:13]1[O:29][N:28]=[C:15]([C:16]2[CH:17]=[C:18]([CH3:22])[CH:19]=[CH:20][CH:21]=2)[C:12]=1[C:10]1[CH:9]=[CH:8][C:7]2[N:3]([CH2:1][CH3:2])[C:4](=[O:26])[N:5]([CH2:24][CH3:25])[C:6]=2[CH:11]=1, predict the reactants needed to synthesize it. The reactants are: [CH2:1]([N:3]1[C:7]2[CH:8]=[CH:9][C:10]([CH:12]([C:15](=O)[C:16]3[CH:17]=[C:18]([CH3:22])[CH:19]=[CH:20][CH:21]=3)[C:13]#[N:14])=[CH:11][C:6]=2[N:5]([CH2:24][CH3:25])[C:4]1=[O:26])[CH3:2].Cl.[NH2:28][OH:29]. (2) Given the product [CH2:30]([Sn:24]([CH2:20][CH2:21][CH2:22][CH3:23])([CH2:26][CH2:27][CH2:28][CH3:29])[C:2]1[N:7]=[CH:6][C:5]([CH2:8][N:9]2[CH2:14][CH2:13][O:12][CH2:11][CH2:10]2)=[CH:4][CH:3]=1)[CH2:31][CH2:32][CH3:33], predict the reactants needed to synthesize it. The reactants are: Br[C:2]1[N:7]=[CH:6][C:5]([CH2:8][N:9]2[CH2:14][CH2:13][O:12][CH2:11][CH2:10]2)=[CH:4][CH:3]=1.[Li]CCCC.[CH2:20]([Sn:24]([CH2:30][CH2:31][CH2:32][CH3:33])([CH2:26][CH2:27][CH2:28][CH3:29])Cl)[CH2:21][CH2:22][CH3:23].[NH4+].[Cl-].